This data is from Reaction yield outcomes from USPTO patents with 853,638 reactions. The task is: Predict the reaction yield, written as a fraction of the theoretical maximum amount of product (1.0 means a 100% yield; for example, 0.34 means a 34% yield). (1) The reactants are [CH3:1][C:2]1([CH3:20])[CH2:6][C:5]2([CH2:11][CH2:10][C:9]([C:12]3[C:16](C=O)=[CH:15][N:14]([CH3:19])[N:13]=3)=[CH:8][CH2:7]2)[O:4][CH2:3]1.[CH3:21][N:22]([CH2:30][CH2:31][NH:32][CH3:33])[C:23](=[O:29])[O:24][C:25]([CH3:28])([CH3:27])[CH3:26].[BH-](OC(C)=O)(OC(C)=O)O[C:36](C)=O.[Na+]. The catalyst is ClC(Cl)C. The product is [CH3:20][C:2]1([CH3:1])[CH2:6][C:5]2([CH2:11][CH2:10][C:9]([C:12]3[C:16]([CH2:33][N:32]([CH3:36])[CH2:31][CH2:30][N:22]([CH3:21])[C:23](=[O:29])[O:24][C:25]([CH3:28])([CH3:27])[CH3:26])=[CH:15][N:14]([CH3:19])[N:13]=3)=[CH:8][CH2:7]2)[O:4][CH2:3]1. The yield is 0.890. (2) The reactants are Br[C:2]1[C:10]2[C:5](=[CH:6][CH:7]=[C:8]([C:11]#[N:12])[CH:9]=2)[N:4]([CH:13]2[CH2:18][CH2:17][CH2:16][CH2:15][O:14]2)[N:3]=1.[CH3:19][O:20][C:21]1[CH:22]=[C:23](B(O)O)[CH:24]=[CH:25][C:26]=1[O:27][CH3:28].P([O-])([O-])([O-])=O.[K+].[K+].[K+].ClCCl. The catalyst is COCCOC.C1(P(C2C=CC=CC=2)[C-]2C=CC=C2)C=CC=CC=1.[C-]1(P(C2C=CC=CC=2)C2C=CC=CC=2)C=CC=C1.[Fe+2].C(OCC)(=O)C.CCCCCC. The product is [CH3:19][O:20][C:21]1[CH:22]=[C:23]([C:2]2[C:10]3[C:5](=[CH:6][CH:7]=[C:8]([C:11]#[N:12])[CH:9]=3)[N:4]([CH:13]3[CH2:18][CH2:17][CH2:16][CH2:15][O:14]3)[N:3]=2)[CH:24]=[CH:25][C:26]=1[O:27][CH3:28]. The yield is 0.460. (3) The catalyst is O1CCCC1. The reactants are [CH3:1][O:2][C:3](=[O:12])[CH:4]([C:6]1[CH:11]=[CH:10][CH:9]=[CH:8][CH:7]=1)[CH3:5].C[Si](C)(C)[N-][Si](C)(C)C.[Li+].Br[CH2:24][CH:25]1[CH2:30][CH2:29][CH2:28][CH2:27][CH2:26]1. The yield is 0.840. The product is [CH:25]1([CH2:24][C:4]([CH3:5])([C:6]2[CH:11]=[CH:10][CH:9]=[CH:8][CH:7]=2)[C:3]([O:2][CH3:1])=[O:12])[CH2:30][CH2:29][CH2:28][CH2:27][CH2:26]1. (4) The reactants are [CH3:1][Si](C=[N+]=[N-])(C)C.[NH2:8][C:9]1[CH:17]=[CH:16][C:12]([C:13]([OH:15])=[O:14])=[CH:11][N:10]=1.C(Cl)(Cl)Cl.CO. The catalyst is C1CCCCC1. The product is [NH2:8][C:9]1[CH:17]=[CH:16][C:12]([C:13]([O:15][CH3:1])=[O:14])=[CH:11][N:10]=1. The yield is 0.660. (5) The reactants are C([BH3-])#N.[Na+].[C:5]([C@@H:8]1[CH2:10][C@H:9]1[C:11]1[C:19]2[C:14](=[CH:15][CH:16]=[C:17]([C:20]#[N:21])[CH:18]=2)[N:13](S(C2C=CC(C)=CC=2)(=O)=O)[CH:12]=1)(=O)[CH3:6].[CH3:32][NH:33][CH3:34].C(O)(=O)C.[OH-].[Na+]. The catalyst is CC(O)C.[Cl-].[Na+].O.O.C(O)C. The product is [CH3:32][N:33]([CH3:34])[CH:5]([CH:8]1[CH2:10][CH:9]1[C:11]1[C:19]2[C:14](=[CH:15][CH:16]=[C:17]([C:20]#[N:21])[CH:18]=2)[NH:13][CH:12]=1)[CH3:6]. The yield is 1.00. (6) The yield is 0.500. The product is [F:25][C:2]([F:1])([F:24])[C:3]1[C:11]2[CH2:10][CH2:9][CH2:8][CH2:7][C:6]=2[N:5]([C:12]2[CH:17]=[CH:16][C:15]([CH2:18][C:19]([OH:21])=[O:20])=[CH:14][CH:13]=2)[N:4]=1. The catalyst is C(O)C. The reactants are [F:1][C:2]([F:25])([F:24])[C:3]1[C:11]2[CH2:10][CH2:9][CH2:8][CH2:7][C:6]=2[N:5]([C:12]2[CH:17]=[CH:16][C:15]([CH2:18][C:19]([O:21]CC)=[O:20])=[CH:14][CH:13]=2)[N:4]=1.[OH-].[Na+].O.